Predict the reactants needed to synthesize the given product. From a dataset of Retrosynthesis with 50K atom-mapped reactions and 10 reaction types from USPTO. (1) Given the product C=C(OCC)c1nc(C)ccc1[N+](=O)[O-], predict the reactants needed to synthesize it. The reactants are: C=C(OCC)[Sn](CCCC)(CCCC)CCCC.Cc1ccc([N+](=O)[O-])c(Cl)n1. (2) Given the product CCOc1cc2c(cc1OC)C(c1ccc(C(=O)N[C@@H](C)COCc3ccccc3)cc1)=N[C@@H]1CCN(C)C[C@H]21, predict the reactants needed to synthesize it. The reactants are: CCOc1cc2c(cc1OC)C(c1ccc(C(=O)O)cc1)=N[C@@H]1CCN(C)C[C@H]21.C[C@H](N)COCc1ccccc1. (3) Given the product Cc1cc(CCCC(=O)O)ccc1F, predict the reactants needed to synthesize it. The reactants are: Cc1cc(C(=O)CCC(=O)O)ccc1F. (4) Given the product CC(C)(C)OC(=O)N1CCC(NC(=O)OCc2ccccc2)(C(N)=O)CC1, predict the reactants needed to synthesize it. The reactants are: CC(C)(C)OC(=O)N1CCC(NC(=O)OCc2ccccc2)(C(=O)O)CC1.On1nnc2ccccc21. (5) Given the product Cc1cc(F)c(C#N)cc1N, predict the reactants needed to synthesize it. The reactants are: Cc1cc(F)c(Br)cc1N.N#C[Cu]. (6) Given the product CCOC(=O)Cc1ccc(OC)c(Oc2ccc(NC(=O)C(C)C)cc2CSCC(F)(F)F)c1, predict the reactants needed to synthesize it. The reactants are: CC(C)C(=O)Cl.CCOC(=O)Cc1ccc(OC)c(Oc2ccc(N)cc2CSCC(F)(F)F)c1.